Predict the reaction yield, written as a fraction of the theoretical maximum amount of product (1.0 means a 100% yield; for example, 0.34 means a 34% yield). From a dataset of Reaction yield outcomes from USPTO patents with 853,638 reactions. (1) The yield is 0.990. No catalyst specified. The product is [C:14]1([C:36]2[CH:41]=[CH:40][CH:39]=[CH:38][CH:37]=2)[CH:13]=[CH:12][C:11]([CH2:15][O:16][C:17]2[CH:18]=[CH:19][C:20]([C:23]3([CH2:27][C:28]([O:30][CH2:31][CH3:32])=[O:29])[CH2:24][O:25][CH2:26]3)=[CH:21][CH:22]=2)=[CH:10][CH:9]=1. The reactants are FC(F)(F)C1C=CC([C:9]2[CH:14]=[CH:13][CH:12]=[C:11]([CH2:15][O:16][C:17]3[CH:22]=[CH:21][C:20]([C:23]4([CH2:27][C:28]([O:30][CH2:31][CH3:32])=[O:29])[CH2:26][O:25][CH2:24]4)=[CH:19][CH:18]=3)[CH:10]=2)=CC=1.O[C:36]1[CH:41]=[CH:40][C:39](C2(CC(OCC)=O)COC2)=[CH:38][CH:37]=1.C1(C2C=CC(CBr)=CC=2)C=CC=CC=1. (2) The reactants are [NH:1]([C:3]1[CH:8]=[CH:7][C:6]([S:9]([CH3:12])(=[O:11])=[O:10])=[CH:5][N:4]=1)[NH2:2].[F:13][C:14]([F:29])([F:28])[C:15](=O)[CH2:16][C:17]([C:19]1[CH:24]=[CH:23][C:22]([Cl:25])=[CH:21][C:20]=1[Cl:26])=O.S(=O)(=O)(O)O. The catalyst is C(O)C(F)(F)F. The product is [Cl:26][C:20]1[CH:21]=[C:22]([Cl:25])[CH:23]=[CH:24][C:19]=1[C:17]1[N:1]([C:3]2[CH:8]=[CH:7][C:6]([S:9]([CH3:12])(=[O:10])=[O:11])=[CH:5][N:4]=2)[N:2]=[C:15]([C:14]([F:29])([F:13])[F:28])[CH:16]=1. The yield is 0.830. (3) The reactants are Cl[C:2]1[N:3]=[CH:4][C:5]2[CH:10]=[C:9]([C:11]([N:13]([CH3:15])[CH3:14])=[O:12])[N:8]([CH:16]3[CH2:20][CH2:19][CH2:18][CH2:17]3)[C:6]=2[N:7]=1.[CH2:21]1[N:26]([C:27]2[CH:28]=[CH:29][C:30]([NH2:33])=[N:31][CH:32]=2)[CH2:25][CH2:24][N:23]2[CH2:34][CH2:35][CH2:36][CH:22]12. No catalyst specified. The product is [CH:16]1([N:8]2[C:6]3[N:7]=[C:2]([NH:33][C:30]4[CH:29]=[CH:28][C:27]([N:26]5[CH2:25][CH2:24][N:23]6[CH2:34][CH2:35][CH2:36][CH:22]6[CH2:21]5)=[CH:32][N:31]=4)[N:3]=[CH:4][C:5]=3[CH:10]=[C:9]2[C:11]([N:13]([CH3:15])[CH3:14])=[O:12])[CH2:20][CH2:19][CH2:18][CH2:17]1. The yield is 0.370. (4) The reactants are [NH2:1][C:2]1[C:11](=[O:12])[C:10]2[C:5](=[CH:6][C:7]([N:14]3[CH2:19][CH2:18][N:17]([CH3:20])[CH2:16][CH2:15]3)=[C:8]([F:13])[CH:9]=2)[N:4]([CH2:21][C:22]2[CH:27]=[CH:26][C:25]([Cl:28])=[CH:24][CH:23]=2)[CH:3]=1.C(N(CC)CC)C.[C:36]1([CH2:42][C:43](Cl)=[O:44])[CH:41]=[CH:40][CH:39]=[CH:38][CH:37]=1.O. The catalyst is C(Cl)Cl. The product is [Cl:28][C:25]1[CH:26]=[CH:27][C:22]([CH2:21][N:4]2[C:5]3[C:10](=[CH:9][C:8]([F:13])=[C:7]([N:14]4[CH2:19][CH2:18][N:17]([CH3:20])[CH2:16][CH2:15]4)[CH:6]=3)[C:11](=[O:12])[C:2]([NH:1][C:43](=[O:44])[CH2:42][C:36]3[CH:41]=[CH:40][CH:39]=[CH:38][CH:37]=3)=[CH:3]2)=[CH:23][CH:24]=1. The yield is 0.350. (5) The yield is 0.438. The catalyst is C1(C)C=CC=CC=1. The product is [Br:1][C:2]1[C:3]([O:9][CH3:11])=[N:4][CH:5]=[C:6]([F:8])[CH:7]=1. The reactants are [Br:1][C:2]1[C:3](=[O:9])[NH:4][CH:5]=[C:6]([F:8])[CH:7]=1.I[CH3:11]. (6) The reactants are C([NH:9][C:10]1[N:18]=[CH:17][N:16]=[C:15]2[C:11]=1[N:12]=[CH:13][N:14]2[CH:19]1[O:23][CH:22]([CH:24]=[C:25]([P:27](=[O:30])([OH:29])[OH:28])[F:26])[CH:21]([OH:31])[CH:20]1[OH:32])(=O)C1C=CC=CC=1. The catalyst is [NH4+].[OH-]. The product is [NH2:9][C:10]1[N:18]=[CH:17][N:16]=[C:15]2[C:11]=1[N:12]=[CH:13][N:14]2[CH:19]1[O:23][CH:22]([CH:24]=[C:25]([P:27](=[O:28])([OH:29])[OH:30])[F:26])[CH:21]([OH:31])[CH:20]1[OH:32]. The yield is 0.570. (7) The reactants are [Cl:1][C:2]1[CH:3]=[C:4]([S:8]([CH:11]2[CH2:16][CH2:15][NH:14][CH2:13][CH2:12]2)(=[O:10])=[O:9])[CH:5]=[CH:6][CH:7]=1.Cl[C:18]1[C:23]([Cl:24])=[CH:22][CH:21]=[CH:20][N:19]=1.CCN(C(C)C)C(C)C. The catalyst is O1CCOCC1. The product is [Cl:24][C:23]1[C:18]([N:14]2[CH2:15][CH2:16][CH:11]([S:8]([C:4]3[CH:5]=[CH:6][CH:7]=[C:2]([Cl:1])[CH:3]=3)(=[O:10])=[O:9])[CH2:12][CH2:13]2)=[N:19][CH:20]=[CH:21][CH:22]=1. The yield is 0.340. (8) The reactants are [CH3:1][C:2]1[C:10]([C:11]2[N:12]=[CH:13][C:14]([NH2:17])=[N:15][CH:16]=2)=[CH:9][C:8]2[CH2:7][CH2:6][O:5][C:4]=2[CH:3]=1.[F:18][C:19]1[CH:27]=[CH:26][CH:25]=[C:24]([F:28])[C:20]=1[C:21](Cl)=[O:22].CCN(C(C)C)C(C)C.C([O-])(O)=O.[Na+].C(Cl)Cl. The catalyst is C(Cl)Cl. The product is [F:18][C:19]1[CH:27]=[CH:26][CH:25]=[C:24]([F:28])[C:20]=1[C:21]([NH:17][C:14]1[CH:13]=[N:12][C:11]([C:10]2[C:2]([CH3:1])=[CH:3][C:4]3[O:5][CH2:6][CH2:7][C:8]=3[CH:9]=2)=[CH:16][N:15]=1)=[O:22]. The yield is 0.753.